From a dataset of Catalyst prediction with 721,799 reactions and 888 catalyst types from USPTO. Predict which catalyst facilitates the given reaction. (1) Reactant: F[C:2](F)(F)[C:3](O)=[O:4].[O:8]=[S:9]1(=[O:37])[CH2:14][CH:13]=[C:12]([C:15]2[CH:20]=[C:19]([CH:21]3[CH2:26][CH2:25][NH:24][CH2:23][CH2:22]3)[CH:18]=[CH:17][C:16]=2[NH:27][C:28]([C:30]2[NH:31][CH:32]=[C:33]([C:35]#[N:36])[N:34]=2)=[O:29])[CH2:11][CH2:10]1.C(Cl)Cl.CN(C=O)C.CCN(C(C)C)C(C)C.C(OC(=O)C)(=O)C. Product: [C:3]([N:24]1[CH2:25][CH2:26][CH:21]([C:19]2[CH:18]=[CH:17][C:16]([NH:27][C:28]([C:30]3[NH:31][CH:32]=[C:33]([C:35]#[N:36])[N:34]=3)=[O:29])=[C:15]([C:12]3[CH2:13][CH2:14][S:9](=[O:8])(=[O:37])[CH2:10][CH:11]=3)[CH:20]=2)[CH2:22][CH2:23]1)(=[O:4])[CH3:2]. The catalyst class is: 25. (2) Reactant: Cl[CH2:2][CH2:3][CH2:4][CH2:5][C:6]1[N:7]([CH2:20][CH3:21])[N:8]=[C:9]2[C:18]=1[C:17]1[CH:16]=[CH:15][CH:14]=[CH:13][C:12]=1[N:11]=[C:10]2[NH2:19].[N:22]1[CH:27]=[CH:26][CH:25]=[CH:24][C:23]=1[N:28]1[CH2:33][CH2:32][NH:31][CH2:30][CH2:29]1.C(=O)([O-])[O-:35].[K+].[K+].[I-].[Na+]. Product: [OH2:35].[CH2:20]([N:7]1[C:6]([CH2:5][CH2:4][CH2:3][CH2:2][N:31]2[CH2:32][CH2:33][N:28]([C:23]3[CH:24]=[CH:25][CH:26]=[CH:27][N:22]=3)[CH2:29][CH2:30]2)=[C:18]2[C:9]([C:10]([NH2:19])=[N:11][C:12]3[CH:13]=[CH:14][CH:15]=[CH:16][C:17]=32)=[N:8]1)[CH3:21]. The catalyst class is: 18. (3) Product: [OH:2][CH2:1][C:3]1[O:7][C:6]([C:8]2[CH:9]=[C:10]3[C:14](=[CH:15][CH:16]=2)[NH:13][C:12]2[C:17]([CH3:21])=[N:18][CH:19]=[CH:20][C:11]3=2)=[CH:5][CH:4]=1. Reactant: [CH:1]([C:3]1[O:7][C:6]([C:8]2[CH:9]=[C:10]3[C:14](=[CH:15][CH:16]=2)[NH:13][C:12]2[C:17]([CH3:21])=[N:18][CH:19]=[CH:20][C:11]3=2)=[CH:5][CH:4]=1)=[O:2].[BH4-].[Na+]. The catalyst class is: 10.